The task is: Regression. Given a peptide amino acid sequence and an MHC pseudo amino acid sequence, predict their binding affinity value. This is MHC class I binding data.. This data is from Peptide-MHC class I binding affinity with 185,985 pairs from IEDB/IMGT. The peptide sequence is SQPQNGQFI. The MHC is H-2-Db with pseudo-sequence H-2-Db. The binding affinity (normalized) is 0.938.